This data is from Full USPTO retrosynthesis dataset with 1.9M reactions from patents (1976-2016). The task is: Predict the reactants needed to synthesize the given product. (1) Given the product [CH2:14]([C:12]1[S:11][C:9]2[N:10]=[C:5]([NH:4][CH2:3][C@@H:2]([OH:1])[CH2:29][OH:30])[N:6]=[C:7]([N:16]3[CH2:21][CH2:20][NH:19][CH2:18][CH2:17]3)[C:8]=2[CH:13]=1)[CH3:15], predict the reactants needed to synthesize it. The reactants are: [OH:1][C@@H:2]([CH2:29][OH:30])[CH2:3][NH:4][C:5]1[N:6]=[C:7]([N:16]2[CH2:21][CH2:20][N:19](C(OC(C)(C)C)=O)[CH2:18][CH2:17]2)[C:8]2[CH:13]=[C:12]([CH2:14][CH3:15])[S:11][C:9]=2[N:10]=1.Cl. (2) Given the product [F:15][C:16]1[CH:21]=[CH:20][C:19]([C:2]2[N:7]=[N:6][C:5]([NH2:8])=[N:4][C:3]=2[C:9]2[CH:14]=[CH:13][CH:12]=[CH:11][CH:10]=2)=[CH:18][CH:17]=1, predict the reactants needed to synthesize it. The reactants are: Br[C:2]1[N:7]=[N:6][C:5]([NH2:8])=[N:4][C:3]=1[C:9]1[CH:14]=[CH:13][CH:12]=[CH:11][CH:10]=1.[F:15][C:16]1[CH:21]=[CH:20][C:19](B(O)O)=[CH:18][CH:17]=1. (3) The reactants are: [C:1]([C:5]1[CH:6]=[C:7]2[C:12](=[C:13]([F:15])[CH:14]=1)[C:11](=[O:16])[N:10]([C:17]1[CH:22]=[CH:21][CH:20]=[C:19]([C:23]3[CH:28]=[C:27]([NH:29][C:30]4[CH:35]=[CH:34][C:33]([O:36][CH2:37][C@@H:38]([O:42][Si](C(C)(C)C)(C)C)[CH2:39][O:40][CH3:41])=[CH:32][N:31]=4)[C:26](=[O:50])[N:25]([CH3:51])[N:24]=3)[C:18]=1[CH2:52][OH:53])[N:9]=[CH:8]2)([CH3:4])([CH3:3])[CH3:2].CCCC[N+](CCCC)(CCCC)CCCC.[F-].O.[Na+].[Cl-]. Given the product [C:1]([C:5]1[CH:6]=[C:7]2[C:12](=[C:13]([F:15])[CH:14]=1)[C:11](=[O:16])[N:10]([C:17]1[CH:22]=[CH:21][CH:20]=[C:19]([C:23]3[CH:28]=[C:27]([NH:29][C:30]4[CH:35]=[CH:34][C:33]([O:36][CH2:37][C@@H:38]([OH:42])[CH2:39][O:40][CH3:41])=[CH:32][N:31]=4)[C:26](=[O:50])[N:25]([CH3:51])[N:24]=3)[C:18]=1[CH2:52][OH:53])[N:9]=[CH:8]2)([CH3:4])([CH3:2])[CH3:3], predict the reactants needed to synthesize it. (4) The reactants are: [CH2:1]([C:3]1[CH:20]=[CH:19][C:6]([CH2:7][C:8]2[CH:17]=[CH:16][C:11]([C:12](OC)=[O:13])=[CH:10][C:9]=2[OH:18])=[CH:5][CH:4]=1)[CH3:2].[NH3:21].[Cl-].[NH4+]. Given the product [CH2:1]([C:3]1[CH:20]=[CH:19][C:6]([CH2:7][C:8]2[CH:17]=[CH:16][C:11]([C:12]([NH2:21])=[O:13])=[CH:10][C:9]=2[OH:18])=[CH:5][CH:4]=1)[CH3:2], predict the reactants needed to synthesize it.